This data is from Full USPTO retrosynthesis dataset with 1.9M reactions from patents (1976-2016). The task is: Predict the reactants needed to synthesize the given product. (1) Given the product [CH3:1][C:2]1[S:6]/[C:5](=[N:7]\[C:28]([C:27]2[CH:31]=[CH:32][CH:33]=[CH:34][C:26]=2[C:24]([O:23][C:19]([CH3:22])([CH3:21])[CH3:20])=[O:25])=[O:29])/[N:4]([CH2:8][C:9]2[C:18]3[C:13](=[CH:14][CH:15]=[CH:16][CH:17]=3)[CH:12]=[CH:11][CH:10]=2)[CH:3]=1, predict the reactants needed to synthesize it. The reactants are: [CH3:1][C:2]1[S:6][C:5](=[NH:7])[N:4]([CH2:8][C:9]2[C:18]3[C:13](=[CH:14][CH:15]=[CH:16][CH:17]=3)[CH:12]=[CH:11][CH:10]=2)[CH:3]=1.[C:19]([O:23][C:24]([C:26]1[CH:34]=[CH:33][CH:32]=[CH:31][C:27]=1[C:28](O)=[O:29])=[O:25])([CH3:22])([CH3:21])[CH3:20].Cl.C(N=C=NCCCN(C)C)C.OC1C2N=NNC=2C=CC=1.C(N(CC)CC)C. (2) Given the product [OH:13][CH:14]([CH2:44][CH3:45])[CH2:15][N:16]1[C:21](=[O:22])[C:20]([CH2:23][C:24]2[CH:25]=[CH:26][C:27]([C:30]3[CH:35]=[CH:34][CH:33]=[CH:32][C:31]=3[C:36]3[NH:3][C:4](=[O:7])[O:5][N:37]=3)=[CH:28][CH:29]=2)=[C:19]([CH2:38][CH2:39][CH3:40])[N:18]2[N:41]=[CH:42][N:43]=[C:17]12, predict the reactants needed to synthesize it. The reactants are: [Cl-].O[NH3+:3].[C:4](=[O:7])([O-])[OH:5].[Na+].CS(C)=O.[OH:13][CH:14]([CH2:44][CH3:45])[CH2:15][N:16]1[C:21](=[O:22])[C:20]([CH2:23][C:24]2[CH:29]=[CH:28][C:27]([C:30]3[C:31]([C:36]#[N:37])=[CH:32][CH:33]=[CH:34][CH:35]=3)=[CH:26][CH:25]=2)=[C:19]([CH2:38][CH2:39][CH3:40])[N:18]2[N:41]=[CH:42][N:43]=[C:17]12. (3) The reactants are: CN(C)CC#CC1C=C([C@@H]2[C@@H](C3C=CC=C(F)C=3)OC(=O)N2)C=NC=1.Br[C:27]1[CH:28]=[C:29]([C@@H:33]2[C@@H:37]([C:38]3[CH:43]=[CH:42][C:41]([F:44])=[CH:40][C:39]=3[Cl:45])[O:36][C:35](=[O:46])[NH:34]2)[CH:30]=[N:31][CH:32]=1.[C:47]([CH:49]1[CH2:52][C:51]([F:54])([F:53])[CH2:50]1)#[CH:48]. Given the product [Cl:45][C:39]1[CH:40]=[C:41]([F:44])[CH:42]=[CH:43][C:38]=1[C@H:37]1[O:36][C:35](=[O:46])[NH:34][C@@H:33]1[C:29]1[CH:30]=[N:31][CH:32]=[C:27]([C:48]#[C:47][CH:49]2[CH2:52][C:51]([F:54])([F:53])[CH2:50]2)[CH:28]=1, predict the reactants needed to synthesize it. (4) Given the product [CH3:5][O:4][C:2](=[O:3])[O:20][C:11]1[CH:12]=[CH:13][C:14]([C:16]([CH3:19])([CH3:18])[CH3:17])=[CH:15][C:10]=1[C:6]([CH3:9])([CH3:8])[CH3:7], predict the reactants needed to synthesize it. The reactants are: Cl[C:2]([O:4][CH3:5])=[O:3].[C:6]([C:10]1[CH:15]=[C:14]([C:16]([CH3:19])([CH3:18])[CH3:17])[CH:13]=[CH:12][C:11]=1[OH:20])([CH3:9])([CH3:8])[CH3:7].CCN(CC)CC. (5) Given the product [Br:57][C:50]1[C:51]2[C:56](=[CH:55][CH:54]=[CH:53][CH:52]=2)[C:47]([C:14]2[CH:13]=[C:12]([N:25]([C:32]3[CH:33]=[C:34]([CH3:39])[CH:35]=[C:36]([CH3:38])[CH:37]=3)[C:26]3[CH:31]=[CH:30][CH:29]=[CH:28][CH:27]=3)[CH:11]=[C:10]([N:9]([C:4]3[CH:5]=[C:6]([CH3:8])[CH:7]=[C:2]([CH3:1])[CH:3]=3)[C:40]3[CH:41]=[CH:42][CH:43]=[CH:44][CH:45]=3)[CH:15]=2)=[CH:48][CH:49]=1, predict the reactants needed to synthesize it. The reactants are: [CH3:1][C:2]1[CH:3]=[C:4]([N:9]([C:40]2[CH:45]=[CH:44][CH:43]=[CH:42][CH:41]=2)[C:10]2[CH:15]=[C:14](B3OC(C)(C)C(C)(C)O3)[CH:13]=[C:12]([N:25]([C:32]3[CH:37]=[C:36]([CH3:38])[CH:35]=[C:34]([CH3:39])[CH:33]=3)[C:26]3[CH:31]=[CH:30][CH:29]=[CH:28][CH:27]=3)[CH:11]=2)[CH:5]=[C:6]([CH3:8])[CH:7]=1.Br[C:47]1[C:56]2[C:51](=[CH:52][CH:53]=[CH:54][CH:55]=2)[C:50]([Br:57])=[CH:49][CH:48]=1.C([O-])([O-])=O.[K+].[K+].C1COCC1. (6) Given the product [Cl:13][C:10]1[C:9]2[C:4](=[CH:5][C:6]([F:15])=[CH:7][C:8]=2[F:14])[N:3]=[C:2]([C:21]2[CH:20]=[N:19][CH:18]=[C:17]([Cl:16])[CH:22]=2)[C:11]=1[CH3:12], predict the reactants needed to synthesize it. The reactants are: Cl[C:2]1[C:11]([CH3:12])=[C:10]([Cl:13])[C:9]2[C:4](=[CH:5][C:6]([F:15])=[CH:7][C:8]=2[F:14])[N:3]=1.[Cl:16][C:17]1[CH:18]=[N:19][CH:20]=[C:21](B(O)O)[CH:22]=1.C(=O)([O-])[O-].[K+].[K+]. (7) Given the product [Br:12][C:13]1[CH:18]=[CH:17][C:16]([S:19]([NH:4][CH2:3][CH2:1][OH:2])(=[O:20])=[O:21])=[C:15]([F:23])[CH:14]=1, predict the reactants needed to synthesize it. The reactants are: [CH2:1]([CH2:3][NH2:4])[OH:2].CCN(CC)CC.[Br:12][C:13]1[CH:18]=[CH:17][C:16]([S:19](Cl)(=[O:21])=[O:20])=[C:15]([F:23])[CH:14]=1.